This data is from NCI-60 drug combinations with 297,098 pairs across 59 cell lines. The task is: Regression. Given two drug SMILES strings and cell line genomic features, predict the synergy score measuring deviation from expected non-interaction effect. (1) Cell line: LOX IMVI. Drug 2: CC(C)(C#N)C1=CC(=CC(=C1)CN2C=NC=N2)C(C)(C)C#N. Drug 1: CC1C(C(CC(O1)OC2CC(OC(C2O)C)OC3=CC4=CC5=C(C(=O)C(C(C5)C(C(=O)C(C(C)O)O)OC)OC6CC(C(C(O6)C)O)OC7CC(C(C(O7)C)O)OC8CC(C(C(O8)C)O)(C)O)C(=C4C(=C3C)O)O)O)O. Synergy scores: CSS=39.6, Synergy_ZIP=-1.72, Synergy_Bliss=-2.81, Synergy_Loewe=-4.24, Synergy_HSA=-1.15. (2) Drug 1: CC1=C(C=C(C=C1)NC(=O)C2=CC=C(C=C2)CN3CCN(CC3)C)NC4=NC=CC(=N4)C5=CN=CC=C5. Drug 2: CC1=C(C(=O)C2=C(C1=O)N3CC4C(C3(C2COC(=O)N)OC)N4)N. Cell line: HOP-62. Synergy scores: CSS=38.5, Synergy_ZIP=5.80, Synergy_Bliss=4.62, Synergy_Loewe=-36.5, Synergy_HSA=-0.367.